This data is from Reaction yield outcomes from USPTO patents with 853,638 reactions. The task is: Predict the reaction yield, written as a fraction of the theoretical maximum amount of product (1.0 means a 100% yield; for example, 0.34 means a 34% yield). (1) The reactants are [C:1]([C:3]1[C:4]([C:32]2[CH:37]=[CH:36][C:35]([Cl:38])=[CH:34][C:33]=2[Cl:39])=[C:5]([C:20]2[N:21](C(OC(C)(C)C)=O)[CH2:22][CH2:23][N:24]=2)[S:6][C:7]=1[C:8]1[CH:13]=[CH:12][N:11]=[C:10]([NH:14][C:15]([CH:17]2[CH2:19][CH2:18]2)=[O:16])[CH:9]=1)#[N:2].O1CCOCC1.Cl. No catalyst specified. The product is [C:1]([C:3]1[C:4]([C:32]2[CH:37]=[CH:36][C:35]([Cl:38])=[CH:34][C:33]=2[Cl:39])=[C:5]([C:20]2[NH:21][CH2:22][CH2:23][N:24]=2)[S:6][C:7]=1[C:8]1[CH:13]=[CH:12][N:11]=[C:10]([NH:14][C:15]([CH:17]2[CH2:19][CH2:18]2)=[O:16])[CH:9]=1)#[N:2]. The yield is 0.760. (2) The reactants are [F:1][C:2]([F:35])([F:34])[C:3]1[CH:4]=[C:5]([C:13]2([C:30]([F:33])([F:32])[F:31])[O:17][N:16]=[C:15]([C:18]3[N:19]4[C:23]([C:24]([C:27]([OH:29])=O)=[CH:25][CH:26]=3)=[CH:22][CH:21]=[CH:20]4)[CH2:14]2)[CH:6]=[C:7]([C:9]([F:12])([F:11])[F:10])[CH:8]=1.Cl.C(N=C=NCCCN(C)C)C.O.ON1C2C=CC=CC=2N=N1.CN1CCOCC1.[NH2:66][CH2:67][C:68]([NH:70][CH2:71][C:72]([F:75])([F:74])[F:73])=[O:69]. The catalyst is CN(C=O)C.C(Cl)Cl.O.CC(=O)OCC. The product is [F:73][C:72]([F:75])([F:74])[CH2:71][NH:70][C:68]([CH2:67][NH:66][C:27]([C:24]1[C:23]2[N:19]([CH:20]=[CH:21][CH:22]=2)[C:18]([C:15]2[CH2:14][C:13]([C:5]3[CH:6]=[C:7]([C:9]([F:10])([F:11])[F:12])[CH:8]=[C:3]([C:2]([F:35])([F:34])[F:1])[CH:4]=3)([C:30]([F:33])([F:32])[F:31])[O:17][N:16]=2)=[CH:26][CH:25]=1)=[O:29])=[O:69]. The yield is 0.170. (3) No catalyst specified. The product is [CH3:1][N:2]([CH3:11])[S:3]([N:6]1[C:10]([I:15])=[CH:9][CH:8]=[N:7]1)(=[O:4])=[O:5]. The yield is 0.890. The reactants are [CH3:1][N:2]([CH3:11])[S:3]([N:6]1[CH:10]=[CH:9][CH:8]=[N:7]1)(=[O:5])=[O:4].ClCC[I:15]. (4) The reactants are [NH2:1][C:2]1[N:10]=[CH:9][N:8]=[C:7]2[C:3]=1[N:4]=[CH:5][N:6]2[C@H:11]1[C@@H:15]2[O:16][C:17]([CH3:20])([CH3:19])[O:18][C@@H:14]2[C@@H:13]([CH2:21][NH:22][CH2:23][CH2:24][CH2:25][NH:26][C:27]([NH:29][C:30]2[CH:35]=[CH:34][C:33]([C:36]([CH3:39])([CH3:38])[CH3:37])=[CH:32][CH:31]=2)=[O:28])[O:12]1.[O:40]1[CH2:43][C:42](=O)[CH2:41]1.[BH-](OC(C)=O)(OC(C)=O)OC(C)=O.[Na+]. The catalyst is CO. The product is [NH2:1][C:2]1[N:10]=[CH:9][N:8]=[C:7]2[C:3]=1[N:4]=[CH:5][N:6]2[C@H:11]1[C@@H:15]2[O:16][C:17]([CH3:19])([CH3:20])[O:18][C@@H:14]2[C@@H:13]([CH2:21][N:22]([CH:42]2[CH2:43][O:40][CH2:41]2)[CH2:23][CH2:24][CH2:25][NH:26][C:27]([NH:29][C:30]2[CH:35]=[CH:34][C:33]([C:36]([CH3:39])([CH3:38])[CH3:37])=[CH:32][CH:31]=2)=[O:28])[O:12]1. The yield is 0.600. (5) The reactants are [CH2:1]([O:3][C:4]1[CH:5]=[C:6]([CH:12]=[CH:13][C:14]#[N:15])[CH:7]=[CH:8][C:9]=1[O:10][CH3:11])[CH3:2].I[C:17]1[CH:22]=[CH:21][C:20]([NH:23][C:24](=[O:26])[CH3:25])=[CH:19][CH:18]=1.C([O-])(O)=O.[Na+].O. The product is [C:14]([CH:13]=[C:12]([C:17]1[CH:22]=[CH:21][C:20]([NH:23][C:24](=[O:26])[CH3:25])=[CH:19][CH:18]=1)[C:6]1[CH:7]=[CH:8][C:9]([O:10][CH3:11])=[C:4]([O:3][CH2:1][CH3:2])[CH:5]=1)#[N:15]. The yield is 0.320. The catalyst is [N+](CCCC)(CCCC)(CCCC)CCCC.[Br-].CN(C=O)C.CC([O-])=O.CC([O-])=O.[Pd+2]. (6) The reactants are C([O:7][C:8]1[CH:9]=[C:10]2[C:14](=[C:15]([O:17][C:18]3[CH:23]=[CH:22][C:21]([S:24]([CH3:27])(=[O:26])=[O:25])=[CH:20][CH:19]=3)[CH:16]=1)[N:13]([CH2:28][O:29][CH3:30])[N:12]=[C:11]2[NH:31][C:32]1[CH:36]=[CH:35][N:34]([CH3:37])[N:33]=1)(=O)C(C)(C)C.C(=O)([O-])[O-].[K+].[K+]. The catalyst is CO.C(OCC)(=O)C. The product is [CH3:30][O:29][CH2:28][N:13]1[C:14]2[C:10](=[CH:9][C:8]([OH:7])=[CH:16][C:15]=2[O:17][C:18]2[CH:19]=[CH:20][C:21]([S:24]([CH3:27])(=[O:26])=[O:25])=[CH:22][CH:23]=2)[C:11]([NH:31][C:32]2[CH:36]=[CH:35][N:34]([CH3:37])[N:33]=2)=[N:12]1. The yield is 0.920. (7) The reactants are Br[C:2]1[CH:3]=[CH:4][C:5]2[CH:11]([O:12][C:13]3[CH:18]=[CH:17][C:16]([F:19])=[CH:15][CH:14]=3)[CH2:10][CH2:9][N:8]([CH3:20])[CH2:7][C:6]=2[CH:21]=1.CN[CH2:24][CH2:25][NH:26][CH3:27].P([O-])([O-])([O-])=[O:29].[K+].[K+].[K+].O1CCO[CH2:38][CH2:37]1. The catalyst is ClCCl.[Cu]I. The product is [F:19][C:16]1[CH:17]=[CH:18][C:13]([O:12][CH:11]2[CH2:10][CH2:9][N:8]([CH3:20])[CH2:7][C:6]3[CH:21]=[C:2]([N:26]4[CH:27]=[CH:38][CH:37]=[CH:24][C:25]4=[O:29])[CH:3]=[CH:4][C:5]2=3)=[CH:14][CH:15]=1. The yield is 0.360.